This data is from Full USPTO retrosynthesis dataset with 1.9M reactions from patents (1976-2016). The task is: Predict the reactants needed to synthesize the given product. (1) Given the product [C:7]([C:5]1[CH:6]=[C:2]([NH:1][C:41]([NH:43][C:44]2[C:53]3[C:48](=[CH:49][CH:50]=[CH:51][CH:52]=3)[C:47]([O:54][C:55]3[CH:60]=[CH:59][N:58]=[C:57]([NH:61][CH2:62][CH:63]4[CH2:65][CH2:64]4)[N:56]=3)=[CH:46][CH:45]=2)=[O:42])[N:3]([C:11]2[CH:12]=[CH:13][C:14]([CH3:17])=[CH:15][CH:16]=2)[N:4]=1)([CH3:10])([CH3:9])[CH3:8], predict the reactants needed to synthesize it. The reactants are: [NH2:1][C:2]1[N:3]([C:11]2[CH:16]=[CH:15][C:14]([CH3:17])=[CH:13][CH:12]=2)[N:4]=[C:5]([C:7]([CH3:10])([CH3:9])[CH3:8])[CH:6]=1.C([O-])(O)=O.[Na+].C(Cl)(Cl)=O.[N-]=C=O.C(C1C=C(N[C:41]([NH:43][C:44]2[C:53]3[C:48](=[CH:49][CH:50]=[CH:51][CH:52]=3)[C:47]([O:54][C:55]3[CH:60]=[CH:59][N:58]=[C:57]([NH:61][CH2:62][CH:63]4[CH2:65][CH2:64]4)[N:56]=3)=[CH:46][CH:45]=2)=[O:42])N(C)N=1)(C)(C)C. (2) Given the product [O:1]1[C:5]2[CH:6]=[CH:7][C:8]([C:10]3[CH:11]=[CH:12][C:13]([C:16]4[N:21]=[C:20]([O:22][CH2:23][CH2:24][CH2:25][CH2:26][C:27]([CH3:32])([CH3:31])[C:28]([NH:42][CH:43]([CH2:44][C:45]5[CH:46]=[CH:47][C:48]([O:51][C:52]([CH3:55])([CH3:54])[CH3:53])=[CH:49][CH:50]=5)[C:56]([O:58][C:59]([CH3:61])([CH3:60])[CH3:62])=[O:57])=[O:30])[CH:19]=[CH:18][CH:17]=4)=[CH:14][CH:15]=3)=[CH:9][C:4]=2[O:3][CH2:2]1, predict the reactants needed to synthesize it. The reactants are: [O:1]1[C:5]2[CH:6]=[CH:7][C:8]([C:10]3[CH:15]=[CH:14][C:13]([C:16]4[N:21]=[C:20]([O:22][CH2:23][CH2:24][CH2:25][CH2:26][C:27]([CH3:32])([CH3:31])[C:28]([OH:30])=O)[CH:19]=[CH:18][CH:17]=4)=[CH:12][CH:11]=3)=[CH:9][C:4]=2[O:3][CH2:2]1.C(N(C(C)C)CC)(C)C.[NH2:42][C@H:43]([C:56]([O:58][C:59]([CH3:62])([CH3:61])[CH3:60])=[O:57])[CH2:44][C:45]1[CH:50]=[CH:49][C:48]([O:51][C:52]([CH3:55])([CH3:54])[CH3:53])=[CH:47][CH:46]=1.Cl.F[P-](F)(F)(F)(F)F.N1(OC(N(C)C)=[N+](C)C)C2C=CC=CC=2N=N1. (3) Given the product [Cl:41][C:38]1[CH:39]=[C:40]2[C:35](=[C:36]([Cl:42])[CH:37]=1)[CH2:34][N:33]([CH3:43])[CH2:32][CH:31]2[C:27]1[CH:26]=[C:25]([S:22]([NH:21][CH2:20][CH2:19][O:18][CH2:17][CH2:16][O:15][CH2:14][CH2:13][O:12][CH2:11][CH2:10][NH:9][C:5](=[O:6])[CH2:4][CH2:3][C:2]([NH2:1])=[O:8])(=[O:23])=[O:24])[CH:30]=[CH:29][CH:28]=1, predict the reactants needed to synthesize it. The reactants are: [NH2:1][C:2](=[O:8])[CH2:3][CH2:4][C:5](O)=[O:6].[NH2:9][CH2:10][CH2:11][O:12][CH2:13][CH2:14][O:15][CH2:16][CH2:17][O:18][CH2:19][CH2:20][NH:21][S:22]([C:25]1[CH:30]=[CH:29][CH:28]=[C:27]([CH:31]2[C:40]3[C:35](=[C:36]([Cl:42])[CH:37]=[C:38]([Cl:41])[CH:39]=3)[CH2:34][N:33]([CH3:43])[CH2:32]2)[CH:26]=1)(=[O:24])=[O:23]. (4) The reactants are: [CH:1]1([NH:4][C:5]([C@H:7]2[C@H:11]([OH:12])[CH2:10][N:9]([C:13]([O:15][CH2:16][C:17]3[CH:22]=[CH:21][CH:20]=[CH:19][CH:18]=3)=[O:14])[CH2:8]2)=O)[CH2:3][CH2:2]1.O.C(N(CC)CC)C. Given the product [CH:1]1([NH:4][CH2:5][C@H:7]2[C@H:11]([OH:12])[CH2:10][N:9]([C:13]([O:15][CH2:16][C:17]3[CH:18]=[CH:19][CH:20]=[CH:21][CH:22]=3)=[O:14])[CH2:8]2)[CH2:3][CH2:2]1, predict the reactants needed to synthesize it. (5) Given the product [NH2:8][C:9]1[N:14]=[CH:13][C:12]([CH:15]([CH2:25][C:26]([O:28][CH3:29])=[O:27])[CH2:16][C:17]([O:19][CH3:20])=[O:18])=[CH:11][CH:10]=1, predict the reactants needed to synthesize it. The reactants are: C(OC([NH:8][C:9]1[N:14]=[CH:13][C:12]([CH:15]([CH2:25][C:26]([O:28][CH3:29])=[O:27])[CH:16](C(OC)=O)[C:17]([O:19][CH3:20])=[O:18])=[CH:11][CH:10]=1)=O)(C)(C)C.NC1N=CC(C(CC(OC)=O)C(C(OC)=O)(C(OC)=O)C(OC)=O)=CC=1.[OH-].[Na+].Cl. (6) Given the product [OH:36][C:33]([C:30]1[N:29]=[CH:28][C:27]([C:17]2[N:16]=[C:15]([NH:14][C:2]3[CH:7]=[CH:6][CH:5]=[CH:4][N:3]=3)[C:24]3[C:23](=[O:25])[N:22]([CH3:26])[CH:21]=[N:20][C:19]=3[CH:18]=2)=[CH:32][CH:31]=1)([CH3:34])[CH3:35], predict the reactants needed to synthesize it. The reactants are: I[C:2]1[CH:7]=[CH:6][CH:5]=[CH:4][N:3]=1.C([O-])([O-])=O.[Cs+].[Cs+].[NH2:14][C:15]1[C:24]2[C:23](=[O:25])[N:22]([CH3:26])[CH:21]=[N:20][C:19]=2[CH:18]=[C:17]([C:27]2[CH:28]=[N:29][C:30]([C:33]([OH:36])([CH3:35])[CH3:34])=[CH:31][CH:32]=2)[N:16]=1. (7) Given the product [CH3:27][O:26][C:24]([C@@H:16]([NH:15][C:13]([C@@H:8]([NH2:7])[CH2:9][C:10]([OH:12])=[O:11])=[O:14])[CH2:17][C:18]1[CH:19]=[CH:20][CH:21]=[CH:22][CH:23]=1)=[O:25].[CH3:4][C:2]([CH2:5][CH2:6][NH:7][C@H:8]([C:13]([NH:15][C@H:16]([C:24]([O:26][CH3:27])=[O:25])[CH2:17][C:18]1[CH:23]=[CH:22][CH:21]=[CH:20][CH:19]=1)=[O:14])[CH2:9][C:10]([OH:12])=[O:11])([CH3:1])[CH3:3], predict the reactants needed to synthesize it. The reactants are: [CH3:1][C:2]([CH2:5][CH2:6][NH:7][C@H:8]([C:13]([NH:15][C@H:16]([C:24]([O:26][CH3:27])=[O:25])[CH2:17][C:18]1[CH:23]=[CH:22][CH:21]=[CH:20][CH:19]=1)=[O:14])[CH2:9][C:10]([OH:12])=[O:11])([CH3:4])[CH3:3].S(=O)(O)[O-].CC(C)(C)CC=O. (8) Given the product [Cl:1][C:2]1[CH:7]=[CH:6][C:5]([N:8]2[C:13](=[O:14])[N:12]([CH2:15][C:16](=[O:18])[NH:37][CH3:36])[C:11](=[O:19])[CH:10]=[N:9]2)=[CH:4][C:3]=1[C:20]([NH:21][CH2:22][CH2:23][C:24]1[CH:29]=[CH:28][CH:27]=[CH:26][C:25]=1[Cl:30])=[O:31], predict the reactants needed to synthesize it. The reactants are: [Cl:1][C:2]1[CH:7]=[CH:6][C:5]([N:8]2[C:13](=[O:14])[N:12]([CH2:15][C:16]([OH:18])=O)[C:11](=[O:19])[CH:10]=[N:9]2)=[CH:4][C:3]=1[C:20](=[O:31])[NH:21][CH2:22][CH2:23][C:24]1[CH:29]=[CH:28][CH:27]=[CH:26][C:25]=1[Cl:30].Cl.CN.C[CH2:36][N:37]=C=NCCCN(C)C. (9) Given the product [CH:1]1[CH:10]=[CH:9][CH:8]=[C:7]2[C:2]=1[C:3]1[N:14]3[O:15][CH2:16][CH2:17][CH2:18][C:13]3=[N:12][C:4]=1[C:5]([NH2:19])=[N:6]2, predict the reactants needed to synthesize it. The reactants are: [CH:1]1[CH:10]=[CH:9][CH:8]=[C:7]2[C:2]=1[C:3]1[N:14]3[O:15][CH2:16][CH2:17][CH2:18][C:13]3=[N:12][C:4]=1[CH:5]=[N+:6]2[O-].[NH4+:19].[OH-].C1(C)C=CC(S(Cl)(=O)=O)=CC=1.